From a dataset of Reaction yield outcomes from USPTO patents with 853,638 reactions. Predict the reaction yield, written as a fraction of the theoretical maximum amount of product (1.0 means a 100% yield; for example, 0.34 means a 34% yield). (1) The reactants are [Br:1][C:2]1[CH:7]=[CH:6][C:5]([CH2:8]Br)=[CH:4][CH:3]=1.[NH:10]1[C:14]2[CH:15]=[CH:16][CH:17]=[CH:18][C:13]=2[N:12]=[CH:11]1.[OH-].[K+].C(=O)([O-])[O-].[K+].[K+]. The catalyst is [Br-].C([N+](CCCC)(CCCC)CCCC)CCC. The product is [Br:1][C:2]1[CH:7]=[CH:6][C:5]([CH2:8][N:10]2[C:14]3[CH:15]=[CH:16][CH:17]=[CH:18][C:13]=3[N:12]=[CH:11]2)=[CH:4][CH:3]=1. The yield is 0.420. (2) The product is [CH3:40][O:41][C:42]1[CH:43]=[C:44]([CH:9]([C:11]2[CH:12]=[C:13]([O:21][CH3:22])[C:14]([O:19][CH3:20])=[C:15]([O:17][CH3:18])[CH:16]=2)[OH:10])[CH:47]=[CH:48][C:49]=1[N+:50]([O-:52])=[O:51]. The yield is 0.600. No catalyst specified. The reactants are COC1C=CC([CH:9]([C:11]2[CH:16]=[C:15]([O:17][CH3:18])[C:14]([O:19][CH3:20])=[C:13]([O:21][CH3:22])[CH:12]=2)[OH:10])=CC=1[N+]([O-])=O.COC1C=C(Br)C=C(OC)C=1OC.[Mg].[CH3:40][O:41][C:42]1[CH:43]=[C:44]([CH:47]=[CH:48][C:49]=1[N+:50]([O-:52])=[O:51])C=O. (3) The reactants are [CH:1]1[C:2]([C:10]([O:12][CH2:13][CH3:14])=[O:11])=[CH:3][N:4]2[C:9]=1[CH:8]=[CH:7][CH:6]=[CH:5]2.[Cl:15]N1C(=O)CCC1=O. The product is [Cl:15][C:3]1[N:4]2[C:9]([CH:8]=[CH:7][CH:6]=[CH:5]2)=[CH:1][C:2]=1[C:10]([O:12][CH2:13][CH3:14])=[O:11]. The yield is 0.700. The catalyst is CC#N.